This data is from Catalyst prediction with 721,799 reactions and 888 catalyst types from USPTO. The task is: Predict which catalyst facilitates the given reaction. (1) Reactant: [Br:1][C:2]1[CH:10]=[C:9]2[C:5]([C:6](/[CH:19]=[CH:20]/[O:21][CH3:22])([CH3:18])[CH2:7][N:8]2C(OC(C)(C)C)=O)=[CH:4][CH:3]=1.[BH-](OC(C)=O)(OC(C)=O)OC(C)=O.[Na+]. Product: [Br:1][C:2]1[CH:10]=[C:9]2[C:5]([C:6]([CH2:19][CH2:20][O:21][CH3:22])([CH3:18])[CH2:7][NH:8]2)=[CH:4][CH:3]=1. The catalyst class is: 620. (2) Reactant: FC(F)(F)C(O)=O.[CH3:8][C:9]1[CH:46]=[CH:45][C:12]2[NH:13][C:14]([NH:16][C@H:17]([C:38]([O:40]C(C)(C)C)=[O:39])[CH2:18][C:19]3[CH:24]=[CH:23][C:22]([O:25][CH2:26][CH2:27][CH2:28][C:29](=[O:37])[NH:30][C:31]4[NH:32][CH2:33][CH2:34][CH2:35][N:36]=4)=[CH:21][CH:20]=3)=[N:15][C:11]=2[CH:10]=1.C1(C)C=CC=CC=1. Product: [CH3:8][C:9]1[CH:46]=[CH:45][C:12]2[NH:13][C:14]([NH:16][C@H:17]([C:38]([OH:40])=[O:39])[CH2:18][C:19]3[CH:24]=[CH:23][C:22]([O:25][CH2:26][CH2:27][CH2:28][C:29](=[O:37])[NH:30][C:31]4[NH:32][CH2:33][CH2:34][CH2:35][N:36]=4)=[CH:21][CH:20]=3)=[N:15][C:11]=2[CH:10]=1. The catalyst class is: 4. (3) The catalyst class is: 5. Product: [Br:13][C:4]1[CH:3]=[C:2]([NH:1][CH2:17][C:16]2[C:19]([CH3:23])=[CH:20][CH:21]=[CH:22][C:15]=2[CH3:14])[C:10]2[N:9]=[C:8]([CH3:11])[N:7]([OH:12])[C:6]=2[CH:5]=1. Reactant: [NH2:1][C:2]1[C:10]2[N:9]=[C:8]([CH3:11])[N:7]([OH:12])[C:6]=2[CH:5]=[C:4]([Br:13])[CH:3]=1.[CH3:14][C:15]1[CH:22]=[CH:21][CH:20]=[C:19]([CH3:23])[C:16]=1[CH:17]=O.C([BH3-])#N.[Na+].Cl.C(=O)([O-])O.[Na+].